This data is from Forward reaction prediction with 1.9M reactions from USPTO patents (1976-2016). The task is: Predict the product of the given reaction. (1) Given the reactants [CH3:1][C:2]1[O:6][C:5]([C@H:7]([NH2:13])[C:8]2([CH3:12])[CH2:11][O:10][CH2:9]2)=[CH:4][CH:3]=1.[OH:14][C:15]1[C:29]([NH:30][C:31]2[C:34](=O)[C:33](=[O:36])[C:32]=2[O:37]C)=[CH:28][CH:27]=[CH:26][C:16]=1[C:17]([CH2:19][NH:20][CH2:21][C:22]([O:24][CH3:25])=[O:23])=[O:18], predict the reaction product. The product is: [OH:14][C:15]1[C:29]([NH:30][C:31]2[C:32](=[O:37])[C:33](=[O:36])[C:34]=2[NH:13][C@@H:7]([C:5]2[O:6][C:2]([CH3:1])=[CH:3][CH:4]=2)[C:8]2([CH3:12])[CH2:9][O:10][CH2:11]2)=[CH:28][CH:27]=[CH:26][C:16]=1[C:17]([CH2:19][NH:20][CH2:21][C:22]([O:24][CH3:25])=[O:23])=[O:18]. (2) Given the reactants Cl[C:2]1[N:7]=[C:6]([NH:8][C:9]2[CH:14]=[CH:13][C:12]([O:15][CH3:16])=[C:11]([Cl:17])[CH:10]=2)[N:5]=[C:4]([NH:18][CH:19]([CH2:22][OH:23])[CH2:20][OH:21])[N:3]=1.[CH3:24][N:25]1[CH2:30][CH2:29][CH:28]([NH:31][CH3:32])[CH2:27][CH2:26]1.[OH-].[Na+], predict the reaction product. The product is: [Cl:17][C:11]1[CH:10]=[C:9]([NH:8][C:6]2[N:7]=[C:2]([N:31]([CH3:32])[CH:28]3[CH2:29][CH2:30][N:25]([CH3:24])[CH2:26][CH2:27]3)[N:3]=[C:4]([NH:18][CH:19]([CH2:22][OH:23])[CH2:20][OH:21])[N:5]=2)[CH:14]=[CH:13][C:12]=1[O:15][CH3:16]. (3) The product is: [Br:1][C:2]1[C:3]([CH3:9])=[C:4]([NH:5][C:14](=[O:15])[C:13]2[CH:17]=[CH:18][CH:19]=[CH:20][C:12]=2[CH2:11][Cl:10])[CH:6]=[CH:7][CH:8]=1. Given the reactants [Br:1][C:2]1[C:3]([CH3:9])=[C:4]([CH:6]=[CH:7][CH:8]=1)[NH2:5].[Cl:10][CH2:11][C:12]1[CH:20]=[CH:19][CH:18]=[CH:17][C:13]=1[C:14](Cl)=[O:15], predict the reaction product. (4) Given the reactants [N:1]1[CH:6]=[CH:5][N:4]=[CH:3][C:2]=1[C:7]([O:9]C)=O.[NH2:11][NH2:12], predict the reaction product. The product is: [N:1]1[CH:6]=[CH:5][N:4]=[CH:3][C:2]=1[C:7]([NH:11][NH2:12])=[O:9].